Predict the reactants needed to synthesize the given product. From a dataset of Retrosynthesis with 50K atom-mapped reactions and 10 reaction types from USPTO. (1) Given the product CCOC(=O)c1cc2cc(O)ccc2n1C(=O)OC(C)(C)C, predict the reactants needed to synthesize it. The reactants are: CCOC(=O)c1cc2cc(OCc3ccccc3)ccc2n1C(=O)OC(C)(C)C. (2) Given the product COC(=O)c1ccc(-n2nc(-c3cc(CN)ccc3Cl)[nH]c2=O)cc1, predict the reactants needed to synthesize it. The reactants are: COC(=O)c1ccc(-n2nc(-c3cc(CNC(=O)C(F)(F)F)ccc3Cl)[nH]c2=O)cc1. (3) The reactants are: BrCc1ccccc1.O=Cc1ccc([N+](=O)[O-])c(O)c1. Given the product O=Cc1ccc([N+](=O)[O-])c(OCc2ccccc2)c1, predict the reactants needed to synthesize it. (4) Given the product Oc1ccc2c(c1)CCN(Cc1ccc(-n3ccnc3)cc1)C2c1ccc(OCCN2CCCC2)cc1, predict the reactants needed to synthesize it. The reactants are: O=Cc1ccc(-n2ccnc2)cc1.Oc1ccc2c(c1)CCNC2c1ccc(OCCN2CCCC2)cc1. (5) Given the product Clc1ccc(NN=C2CCc3ccc(Br)cc32)cc1, predict the reactants needed to synthesize it. The reactants are: NNc1ccc(Cl)cc1.O=C1CCc2ccc(Br)cc21.